This data is from Full USPTO retrosynthesis dataset with 1.9M reactions from patents (1976-2016). The task is: Predict the reactants needed to synthesize the given product. (1) Given the product [N:23]1[C:22]([C:19]2[CH:20]=[CH:21][C:16]([C:14]3[S:13][C:12]([C:32]([O:34][CH3:35])=[O:33])=[C:11]([NH:10][CH:36]([CH3:38])[CH3:37])[CH:15]=3)=[CH:17][CH:18]=2)=[CH:31][N:56]2[CH:57]=[CH:58][CH:59]=[CH:60][C:55]=12, predict the reactants needed to synthesize it. The reactants are: CC1CCC(C([N:10]([CH:36]([CH3:38])[CH3:37])[C:11]2[CH:15]=[C:14]([C:16]3[CH:21]=[CH:20][C:19]([C:22]4[CH:31]=C5N=C(C)C=CN5[N:23]=4)=[CH:18][CH:17]=3)[S:13][C:12]=2[C:32]([O:34][CH3:35])=[O:33])=O)CC1.CC1(C)C(C)(C)OB(C2C=CC(C3N=[C:55]4[CH:60]=[CH:59][CH:58]=[CH:57][N:56]4C=3)=CC=2)O1.C(=O)([O-])[O-].[Na+].[Na+]. (2) Given the product [N+:7]([C:10]1[N:11]=[CH:12][N:13]([CH2:18][C:17]#[CH:16])[CH:14]=1)([O-:9])=[O:8], predict the reactants needed to synthesize it. The reactants are: C(=O)([O-])[O-].[K+].[K+].[N+:7]([C:10]1[N:11]=[CH:12][NH:13][CH:14]=1)([O-:9])=[O:8].Br[CH2:16][C:17]#[CH:18].